This data is from Forward reaction prediction with 1.9M reactions from USPTO patents (1976-2016). The task is: Predict the product of the given reaction. (1) Given the reactants CC1(C)C(C)(C)OB([C:9]2[CH:10]=[C:11]3[CH:17]=[CH:16][NH:15][C:12]3=[N:13][CH:14]=2)O1.Br[C:20]1[CH:25]=[CH:24][C:23]([O:26][CH2:27][CH2:28][O:29][CH3:30])=[CH:22][CH:21]=1.C(=O)([O-])[O-].[K+].[K+], predict the reaction product. The product is: [CH3:30][O:29][CH2:28][CH2:27][O:26][C:23]1[CH:24]=[CH:25][C:20]([C:9]2[CH:10]=[C:11]3[CH:17]=[CH:16][NH:15][C:12]3=[N:13][CH:14]=2)=[CH:21][CH:22]=1. (2) Given the reactants [Ca].[CH3:2][O:3][C:4]1[CH:5]=[C:6]([C@H:10]([NH:12][C@H:13]2[CH2:17][CH2:16][N:15]([C:18]3[CH:23]=[CH:22][CH:21]=[CH:20][C:19]=3[C:24]([F:27])([F:26])[F:25])[CH2:14]2)[CH3:11])[CH:7]=[CH:8][CH:9]=1.[ClH:28].O1CCOCC1, predict the reaction product. The product is: [ClH:28].[ClH:28].[CH3:2][O:3][C:4]1[CH:5]=[C:6]([C@H:10]([NH:12][C@H:13]2[CH2:17][CH2:16][N:15]([C:18]3[CH:23]=[CH:22][CH:21]=[CH:20][C:19]=3[C:24]([F:26])([F:27])[F:25])[CH2:14]2)[CH3:11])[CH:7]=[CH:8][CH:9]=1. (3) Given the reactants [CH3:1][C:2]1[NH:3][C:4]2[C:9]([C:10]=1[CH3:11])=[CH:8][C:7]([O:12][C:13]1[C:22]3[C:17](=[CH:18][C:19]([OH:25])=[C:20]([O:23][CH3:24])[CH:21]=3)[N:16]=[CH:15][N:14]=1)=[CH:6][CH:5]=2.[CH3:26][S:27]([CH2:30][CH2:31][CH2:32]O)(=[O:29])=[O:28], predict the reaction product. The product is: [CH3:1][C:2]1[NH:3][C:4]2[C:9]([C:10]=1[CH3:11])=[CH:8][C:7]([O:12][C:13]1[C:22]3[C:17](=[CH:18][C:19]([O:25][CH2:32][CH2:31][CH2:30][S:27]([CH3:26])(=[O:29])=[O:28])=[C:20]([O:23][CH3:24])[CH:21]=3)[N:16]=[CH:15][N:14]=1)=[CH:6][CH:5]=2. (4) Given the reactants O[CH2:2][C:3]1[C:4]([CH3:17])=[C:5]([C@H:9]([C:11]2[NH:12][C:13](=[S:16])[NH:14][CH:15]=2)[CH3:10])[CH:6]=[CH:7][CH:8]=1.OCC1C(C)=C([C@@H](C2NC(=S)NC=2)C)C=CC=1, predict the reaction product. The product is: [CH3:17][C:4]1[C:3]([CH3:2])=[CH:8][CH:7]=[CH:6][C:5]=1[CH:9]([C:11]1[NH:12][C:13](=[S:16])[NH:14][CH:15]=1)[CH3:10]. (5) Given the reactants [F:1][C:2]1[C:7]([F:8])=[CH:6][CH:5]=[CH:4][C:3]=1[CH2:9][S:10][C:11]1[N:20]=[C:19]([NH:21][C@H](C)CO)[C:18]2[N:17]=CC(=O)[NH:14][C:13]=2[N:12]=1.N([O-])=[O:28].[Na+], predict the reaction product. The product is: [F:1][C:2]1[C:7]([F:8])=[CH:6][CH:5]=[CH:4][C:3]=1[CH2:9][S:10][C:11]1[N:20]=[C:19]([NH2:21])[C:18]([N:17]=[O:28])=[C:13]([NH2:14])[N:12]=1. (6) Given the reactants ClC1C=CC(C2C3C=C(OCC([NH:23][C:24]4[CH:29]=[CH:28][C:27]([OH:30])=[C:26]([OH:31])[CH:25]=4)=O)C=CC=3N3C(C)=NN=C3[C@H](CC(NCC)=O)N=2)=CC=1.[Cl:42][C:43]1[CH:48]=[CH:47][C:46]([C:49]2[C:55]3[CH:56]=[C:57]([O:60][CH2:61][CH2:62][CH2:63][CH2:64][C:65](O)=[O:66])[CH:58]=[CH:59][C:54]=3[N:53]3[C:68]([CH3:71])=[N:69][N:70]=[C:52]3[C@H:51]([CH2:72][C:73]([NH:75][CH2:76][CH3:77])=[O:74])[N:50]=2)=[CH:45][CH:44]=1.ClC1C=CC(C2C3C=C(OCC(O)=O)C=CC=3N3C(C)=NN=C3C(CC(NCC)=O)N=2)=CC=1, predict the reaction product. The product is: [Cl:42][C:43]1[CH:48]=[CH:47][C:46]([C:49]2[C:55]3[CH:56]=[C:57]([O:60][CH2:61][CH2:62][CH2:63][CH2:64][C:65]([NH:23][C:24]4[CH:29]=[CH:28][C:27]([OH:30])=[C:26]([OH:31])[CH:25]=4)=[O:66])[CH:58]=[CH:59][C:54]=3[N:53]3[C:68]([CH3:71])=[N:69][N:70]=[C:52]3[C@H:51]([CH2:72][C:73]([NH:75][CH2:76][CH3:77])=[O:74])[N:50]=2)=[CH:45][CH:44]=1.